This data is from Forward reaction prediction with 1.9M reactions from USPTO patents (1976-2016). The task is: Predict the product of the given reaction. (1) Given the reactants [Cl:1][C:2]1[CH:10]=[C:9]2[C:5]([C:6]([CH2:18][C:19]3[CH:24]=[CH:23][CH:22]=[C:21]([Cl:25])[CH:20]=3)([CH:12]3[CH2:17][CH2:16][CH2:15][NH:14][CH2:13]3)[C:7](=[O:11])[NH:8]2)=[CH:4][CH:3]=1.C(N(CC)CC)C.[CH3:33][O:34][C:35]1[CH:40]=[CH:39][CH:38]=[CH:37][C:36]=1[N:41]=[C:42]=[O:43], predict the reaction product. The product is: [CH3:33][O:34][C:35]1[CH:40]=[CH:39][CH:38]=[CH:37][C:36]=1[NH:41][C:42]([N:14]1[CH2:15][CH2:16][CH2:17][CH:12]([C:6]2([CH2:18][C:19]3[CH:24]=[CH:23][CH:22]=[C:21]([Cl:25])[CH:20]=3)[C:5]3[C:9](=[CH:10][C:2]([Cl:1])=[CH:3][CH:4]=3)[NH:8][C:7]2=[O:11])[CH2:13]1)=[O:43]. (2) Given the reactants [ClH:1].Cl.[CH:3]1([CH2:9][O:10][C:11]2[C:12]3[N:13]([C:17]([C:21]([NH:23][C@H:24]4[CH2:29][CH2:28][CH2:27][NH:26][CH2:25]4)=[O:22])=[C:18]([CH3:20])[N:19]=3)[CH:14]=[CH:15][CH:16]=2)[CH2:8][CH2:7][CH2:6][CH2:5][CH2:4]1.C(N(CC)CC)C.C(O[C:40]1(O[Si](C)(C)C)[CH2:42][CH2:41]1)C.C([BH3-])#N.[Na+], predict the reaction product. The product is: [ClH:1].[ClH:1].[CH:3]1([CH2:9][O:10][C:11]2[C:12]3[N:13]([C:17]([C:21]([NH:23][C@H:24]4[CH2:29][CH2:28][CH2:27][N:26]([CH:40]5[CH2:42][CH2:41]5)[CH2:25]4)=[O:22])=[C:18]([CH3:20])[N:19]=3)[CH:14]=[CH:15][CH:16]=2)[CH2:8][CH2:7][CH2:6][CH2:5][CH2:4]1.